Dataset: Forward reaction prediction with 1.9M reactions from USPTO patents (1976-2016). Task: Predict the product of the given reaction. (1) Given the reactants Cl[C:2]1[N:7]=[C:6]([C:8]([F:11])([F:10])[F:9])[N:5]=[C:4]([C:12]2[CH:13]=[C:14]([S:18]([NH2:21])(=[O:20])=[O:19])[CH:15]=[CH:16][CH:17]=2)[C:3]=1[C:22]1[CH:27]=[CH:26][CH:25]=[CH:24][CH:23]=1.[F:28][C:29]([F:43])([F:42])[C:30]1[CH:31]=[CH:32][C:33]([N:36]2[CH2:41][CH2:40][NH:39][CH2:38][CH2:37]2)=[N:34][CH:35]=1.Cl, predict the reaction product. The product is: [F:43][C:29]([F:28])([F:42])[C:30]1[CH:31]=[CH:32][C:33]([N:36]2[CH2:37][CH2:38][N:39]([C:2]3[N:7]=[C:6]([C:8]([F:11])([F:10])[F:9])[N:5]=[C:4]([C:12]4[CH:13]=[C:14]([S:18]([NH2:21])(=[O:20])=[O:19])[CH:15]=[CH:16][CH:17]=4)[C:3]=3[C:22]3[CH:27]=[CH:26][CH:25]=[CH:24][CH:23]=3)[CH2:40][CH2:41]2)=[N:34][CH:35]=1. (2) Given the reactants [CH3:1][C:2]1[C:3]([CH3:18])=[N:4][O:5][C:6]=1[NH:7][S:8]([C:11]1[CH:12]=[CH:13][C:14]([NH2:17])=[CH:15][CH:16]=1)(=[O:10])=[O:9].[C:19]1(=[O:25])[O:24][C:22](=[O:23])[CH2:21][CH2:20]1, predict the reaction product. The product is: [CH3:18][C:3]1[C:2]([CH3:1])=[C:6]([NH:7][S:8]([C:11]2[CH:16]=[CH:15][C:14]([NH:17][C:19](=[O:25])[CH2:20][CH2:21][C:22]([OH:24])=[O:23])=[CH:13][CH:12]=2)(=[O:10])=[O:9])[O:5][N:4]=1. (3) The product is: [O:23]=[C:3]1[C@@H:2]([NH:1][C:25](=[O:26])[O:27][CH2:28][C:29]2[CH:34]=[CH:33][CH:32]=[CH:31][CH:30]=2)[CH2:11][C:10]2[C:5](=[CH:6][CH:7]=[C:8]([O:12][C:13]3[CH:18]=[CH:17][CH:16]=[C:15]([C:19]([F:20])([F:21])[F:22])[CH:14]=3)[CH:9]=2)[NH:4]1. Given the reactants [NH2:1][C@H:2]1[CH2:11][C:10]2[C:5](=[CH:6][CH:7]=[C:8]([O:12][C:13]3[CH:18]=[CH:17][CH:16]=[C:15]([C:19]([F:22])([F:21])[F:20])[CH:14]=3)[CH:9]=2)[NH:4][C:3]1=[O:23].Cl[C:25]([O:27][CH2:28][C:29]1[CH:34]=[CH:33][CH:32]=[CH:31][CH:30]=1)=[O:26].C(N(CC)CC)C, predict the reaction product. (4) Given the reactants [H-].[Na+].Cl[CH2:4][C:5]([CH2:7]Cl)=[CH2:6].[C:9]([O:13][C:14](=[O:19])[NH:15][CH2:16][CH2:17][OH:18])([CH3:12])([CH3:11])[CH3:10], predict the reaction product. The product is: [CH2:6]=[C:5]1[CH2:7][O:18][CH2:17][CH2:16][N:15]([C:14]([O:13][C:9]([CH3:12])([CH3:11])[CH3:10])=[O:19])[CH2:4]1. (5) Given the reactants Cl[C:2]1[CH:43]=[CH:42][C:5]([C:6]([CH:8]2[CH2:13][CH2:12][N:11]([C:14]([C:16]3[CH:21]=[CH:20][C:19]([N:22]4[C@H:26]([CH2:27][O:28]C(=O)C5C=CC=CC=5)[CH2:25][O:24][C:23]4=[O:37])=[CH:18][C:17]=3[S:38]([CH3:41])(=[O:40])=[O:39])=[O:15])[CH2:10][CH2:9]2)=[O:7])=[CH:4][CH:3]=1.[CH3:44]B(O)O.C1(P(C2CCCCC2)C2C=CC=CC=2C2C(OC)=CC=CC=2OC)CCCCC1.[F-].[K+], predict the reaction product. The product is: [OH:28][CH2:27][C@@H:26]1[CH2:25][O:24][C:23](=[O:37])[N:22]1[C:19]1[CH:20]=[CH:21][C:16]([C:14]([N:11]2[CH2:10][CH2:9][CH:8]([C:6](=[O:7])[C:5]3[CH:42]=[CH:43][C:2]([CH3:44])=[CH:3][CH:4]=3)[CH2:13][CH2:12]2)=[O:15])=[C:17]([S:38]([CH3:41])(=[O:39])=[O:40])[CH:18]=1. (6) Given the reactants [N+:1]([C:4]1[CH:5]=[C:6]([CH:25]=[CH:26][CH:27]=1)[C:7]([NH:9][CH2:10][C:11]1[CH:12]=[C:13]([NH:17]C(=O)OC(C)(C)C)[CH:14]=[CH:15][CH:16]=1)=[O:8])([O-:3])=[O:2].[ClH:28], predict the reaction product. The product is: [ClH:28].[NH2:17][C:13]1[CH:12]=[C:11]([CH:16]=[CH:15][CH:14]=1)[CH2:10][NH:9][C:7](=[O:8])[C:6]1[CH:25]=[CH:26][CH:27]=[C:4]([N+:1]([O-:3])=[O:2])[CH:5]=1. (7) Given the reactants [N+:1]([C:4]1[CH:12]=[CH:11][CH:10]=[C:9]2[C:5]=1[C:6](=[O:14])[O:7][C:8]2=[O:13])([O-:3])=[O:2].[CH3:15][OH:16], predict the reaction product. The product is: [CH3:15][O:16][C:6](=[O:14])[C:5]1[C:9](=[CH:10][CH:11]=[CH:12][C:4]=1[N+:1]([O-:3])=[O:2])[C:8]([OH:13])=[O:7]. (8) Given the reactants CON(C)[C:4]([CH:6]1[CH2:9][C:8]([O:12][CH3:13])([O:10][CH3:11])[CH2:7]1)=[O:5].[C:15]([Mg]Br)#[C:16][CH3:17].Cl, predict the reaction product. The product is: [CH3:13][O:12][C:8]1([O:10][CH3:11])[CH2:7][CH:6]([C:4](=[O:5])[C:15]#[C:16][CH3:17])[CH2:9]1. (9) Given the reactants [O:1]=[C:2]1[NH:10][C:9]2[C:4](=[N:5][C:6]([C:11]3[CH:12]=[N:13][N:14]4[CH:19]=[CH:18][C:17]([C:20]#[N:21])=[CH:16][C:15]=34)=[N:7][CH:8]=2)[N:3]1[CH:22]1[CH2:27][CH2:26][O:25][CH2:24][CH2:23]1.[CH3:28][O:29][CH2:30][CH2:31]Br, predict the reaction product. The product is: [CH3:28][O:29][CH2:30][CH2:31][N:10]1[C:9]2[C:4](=[N:5][C:6]([C:11]3[CH:12]=[N:13][N:14]4[CH:19]=[CH:18][C:17]([C:20]#[N:21])=[CH:16][C:15]=34)=[N:7][CH:8]=2)[N:3]([CH:22]2[CH2:23][CH2:24][O:25][CH2:26][CH2:27]2)[C:2]1=[O:1]. (10) Given the reactants [Cl:1][C:2]1[CH:3]=[C:4]([CH:8]=[C:9]([F:11])[CH:10]=1)[C:5]([OH:7])=O.Cl.[NH2:13][CH2:14][C:15]1[CH:26]=[CH:25][C:24]([C:27]#[N:28])=[CH:23][C:16]=1[O:17][CH2:18][C:19]([NH:21][CH3:22])=[O:20], predict the reaction product. The product is: [Cl:1][C:2]1[CH:3]=[C:4]([CH:8]=[C:9]([F:11])[CH:10]=1)[C:5]([NH:13][CH2:14][C:15]1[CH:26]=[CH:25][C:24]([C:27]#[N:28])=[CH:23][C:16]=1[O:17][CH2:18][C:19](=[O:20])[NH:21][CH3:22])=[O:7].